This data is from Reaction yield outcomes from USPTO patents with 853,638 reactions. The task is: Predict the reaction yield, written as a fraction of the theoretical maximum amount of product (1.0 means a 100% yield; for example, 0.34 means a 34% yield). (1) The reactants are [O:1]1[CH2:6]C[C:4](=O)[CH2:3][CH2:2]1.[CH2:8]([NH2:15])[C:9]1[CH:14]=[CH:13][CH:12]=[CH:11][CH:10]=1.[C:16]([OH:19])(=O)[CH3:17].[CH2:20]=O.[ClH:22]. The catalyst is CO.O1CCOCC1. The product is [ClH:22].[CH2:8]([N:15]1[CH2:4][CH:3]2[C:16](=[O:19])[CH:17]([CH2:6][O:1][CH2:2]2)[CH2:20]1)[C:9]1[CH:14]=[CH:13][CH:12]=[CH:11][CH:10]=1. The yield is 0.130. (2) The catalyst is O1CCOCC1. The yield is 0.950. The product is [ClH:24].[NH2:7][C@:8]1([C:13]([NH:14][S:15]([C:18]2([CH3:21])[CH2:20][CH2:19]2)(=[O:17])=[O:16])=[O:22])[CH2:10][C@H:9]1[CH:11]=[CH2:12]. The reactants are C(OC(=O)[NH:7][C@:8]1([C:13](=[O:22])[NH:14][S:15]([C:18]2([CH3:21])[CH2:20][CH2:19]2)(=[O:17])=[O:16])[CH2:10][C@H:9]1[CH:11]=[CH2:12])(C)(C)C.[ClH:24].